This data is from Reaction yield outcomes from USPTO patents with 853,638 reactions. The task is: Predict the reaction yield, written as a fraction of the theoretical maximum amount of product (1.0 means a 100% yield; for example, 0.34 means a 34% yield). (1) The reactants are [NH2:1][CH:2]1[CH2:7][CH2:6][N:5]([C:8]([O:10][CH2:11][CH3:12])=[O:9])[CH2:4][CH2:3]1.Br[C:14]1[CH:19]=[CH:18][N:17]=[CH:16][CH:15]=1.CC(C)([O-])C.[Na+].C1(P(C2C=CC=CC=2)C2C=CC3C(=CC=CC=3)C=2C2C3C(=CC=CC=3)C=CC=2P(C2C=CC=CC=2)C2C=CC=CC=2)C=CC=CC=1. The catalyst is C1(C)C=CC=CC=1.C([O-])(=O)C.[Pd+2].C([O-])(=O)C. The product is [N:17]1[CH:18]=[CH:19][C:14]([NH:1][CH:2]2[CH2:3][CH2:4][N:5]([C:8]([O:10][CH2:11][CH3:12])=[O:9])[CH2:6][CH2:7]2)=[CH:15][CH:16]=1. The yield is 0.410. (2) The reactants are [CH2:1]([N:8]1[CH2:13][CH2:12][O:11][CH:10]([C:14]([C:24]2[CH:29]=[CH:28][CH:27]=[CH:26][CH:25]=2)([OH:23])[CH2:15][C:16]2[CH:21]=[CH:20][CH:19]=[CH:18][C:17]=2Br)[CH2:9]1)[C:2]1[CH:7]=[CH:6][CH:5]=[CH:4][CH:3]=1.[C:30]1(B(O)O)[CH:35]=[CH:34][CH:33]=[CH:32][CH:31]=1.C([O-])([O-])=O.[K+].[K+]. The catalyst is C(O)C.O. The product is [CH2:1]([N:8]1[CH2:13][CH2:12][O:11][CH:10]([C:14]([C:24]2[CH:29]=[CH:28][CH:27]=[CH:26][CH:25]=2)([OH:23])[CH2:15][C:16]2[CH:21]=[CH:20][CH:19]=[CH:18][C:17]=2[C:30]2[CH:35]=[CH:34][CH:33]=[CH:32][CH:31]=2)[CH2:9]1)[C:2]1[CH:7]=[CH:6][CH:5]=[CH:4][CH:3]=1. The yield is 0.980.